Dataset: Forward reaction prediction with 1.9M reactions from USPTO patents (1976-2016). Task: Predict the product of the given reaction. (1) Given the reactants [S:1]1[C:5]2=[N:6][CH:7]=[CH:8][N:4]2[C:3]([NH:9][CH2:10][CH2:11][CH2:12][CH2:13][CH2:14][CH2:15][NH:16][S:17]([C:20]2[C:29]3[C:24](=CC=CC=3)[CH:23]=[CH:22][CH:21]=2)(=[O:19])=[O:18])=[N:2]1.O[C@H:31]1[O:39][C@H:38]([CH2:40][OH:41])[C@@H:36]([OH:37])[C@H:34]([OH:35])[C@H:32]1[OH:33].S([O-])([O-])(=O)=O.[NH4+:47].[NH4+], predict the reaction product. The product is: [S:1]1[C:5]2=[N:6][CH:7]=[CH:8][N:4]2[C:3]([NH:9][CH2:10][CH2:11][CH2:12][CH2:13][CH2:14][CH2:15][NH:16][S:17]([C:20]2[CH:21]=[CH:22][CH:23]=[CH:24][C:29]=2[NH:47][C@H:31]2[O:39][C@H:38]([CH2:40][OH:41])[C@@H:36]([OH:37])[C@H:34]([OH:35])[C@H:32]2[OH:33])(=[O:18])=[O:19])=[N:2]1. (2) Given the reactants Br[C:2]1[CH:20]=[CH:19][C:5]([O:6][C@@H:7]2[CH2:11][CH2:10][CH2:9][C@@H:8]2[NH:12][S:13]([CH:16]([CH3:18])[CH3:17])(=[O:15])=[O:14])=[CH:4][CH:3]=1.[C:21]([C:23]1[CH:28]=[CH:27][CH:26]=[CH:25][C:24]=1B(O)O)#[N:22].C1(B(O)O)C=CC=CC=1, predict the reaction product. The product is: [C:21]([C:23]1[CH:28]=[CH:27][CH:26]=[CH:25][C:24]=1[C:2]1[CH:20]=[CH:19][C:5]([O:6][C@@H:7]2[CH2:11][CH2:10][CH2:9][C@@H:8]2[NH:12][S:13]([CH:16]([CH3:18])[CH3:17])(=[O:15])=[O:14])=[CH:4][CH:3]=1)#[N:22].